Task: Predict which catalyst facilitates the given reaction.. Dataset: Catalyst prediction with 721,799 reactions and 888 catalyst types from USPTO The catalyst class is: 3. Reactant: [NH2:1][C:2]1[C:3]2[C:10]([C:11]3[S:15][CH:14]=[C:13]([C:16](O)=[O:17])[CH:12]=3)=[CH:9][N:8]([C@H:19]3[C@@:23]([OH:25])([CH3:24])[CH:22]([OH:26])[CH:21]([CH2:27][OH:28])[O:20]3)[C:4]=2[N:5]=[CH:6][N:7]=1.[CH2:29]([Cl:32])[CH2:30][Cl:31].[CH:33]1[CH:34]=[CH:35][C:36]2[N:41]([OH:42])[N:40]=[N:39][C:37]=2[CH:38]=1.C[CH2:44][N:45](C(C)C)[CH:46](C)C.CNC.C1COCC1. Product: [NH2:1][C:2]1[C:3]2[C:10]([C:11]3[S:15][CH:14]=[C:13]([C:16]([N:45]([CH3:46])[CH3:44])=[O:17])[CH:12]=3)=[CH:9][N:8]([C@H:19]3[C@@:23]([OH:25])([CH3:24])[CH:22]([OH:26])[CH:21]([CH2:27][OH:28])[O:20]3)[C:4]=2[N:5]=[CH:6][N:7]=1.[CH2:29]([Cl:32])[CH2:30][Cl:31].[CH:33]1[CH:34]=[CH:35][C:36]2[N:41]([OH:42])[N:40]=[N:39][C:37]=2[CH:38]=1.